From a dataset of Full USPTO retrosynthesis dataset with 1.9M reactions from patents (1976-2016). Predict the reactants needed to synthesize the given product. Given the product [CH3:1][C:2]1[CH:3]=[CH:4][C:5]2[O:11][CH2:10][CH2:9][C:8]3[C:7](=[N:20][O:13][C:12]=3[OH:14])[C:6]=2[CH:18]=1, predict the reactants needed to synthesize it. The reactants are: [CH3:1][C:2]1[CH:3]=[CH:4][C:5]2[O:11][CH2:10][CH2:9][CH:8]([C:12]([O:14]CC)=[O:13])[C:7](=O)[C:6]=2[CH:18]=1.Cl.[NH2:20]O.